This data is from Catalyst prediction with 721,799 reactions and 888 catalyst types from USPTO. The task is: Predict which catalyst facilitates the given reaction. (1) Reactant: [CH3:1][O:2][C:3](=[O:28])[CH2:4][C:5]1[CH:14]=[C:13]([C:15](=[O:26])[C:16]2[CH:21]=[CH:20][C:19]([S:22]([CH3:25])(=[O:24])=[O:23])=[CH:18][CH:17]=2)[C:12]2[C:7](=[CH:8][CH:9]=[C:10]([F:27])[CH:11]=2)[CH:6]=1.[BH4-].[Na+]. Product: [CH3:1][O:2][C:3](=[O:28])[CH2:4][C:5]1[CH:14]=[C:13]([CH:15]([OH:26])[C:16]2[CH:17]=[CH:18][C:19]([S:22]([CH3:25])(=[O:24])=[O:23])=[CH:20][CH:21]=2)[C:12]2[C:7](=[CH:8][CH:9]=[C:10]([F:27])[CH:11]=2)[CH:6]=1. The catalyst class is: 5. (2) Reactant: [C:1](Cl)(=[O:10])[C:2]1[CH:7]=[CH:6][C:5]([O:8][CH3:9])=[CH:4][CH:3]=1.[C:12](O)(=O)[CH2:13][C:14]([CH2:19][C:20](O)=O)([C:16]([OH:18])=O)O. Product: [CH3:9][O:8][C:5]1[CH:6]=[CH:7][C:2]([C:1](=[O:10])[CH:1]([CH2:2][CH3:3])[C:16]([C:14]2[CH:13]=[CH:12][C:5]([O:8][CH3:9])=[CH:20][CH:19]=2)=[O:18])=[CH:3][CH:4]=1. The catalyst class is: 1.